This data is from Reaction yield outcomes from USPTO patents with 853,638 reactions. The task is: Predict the reaction yield, written as a fraction of the theoretical maximum amount of product (1.0 means a 100% yield; for example, 0.34 means a 34% yield). (1) The reactants are CC(C)=CC[O:5][C:6]1[CH:16]=[CH:15][C:9]([C:10]([O:12][CH2:13][CH3:14])=[O:11])=[CH:8][CH:7]=1. The catalyst is C1(OC)C=CC=CC=1. The product is [CH3:7][CH:8]([C:16]1[CH:15]=[C:9]([CH:8]=[CH:7][C:6]=1[OH:5])[C:10]([O:12][CH2:13][CH3:14])=[O:11])[C:9]([CH3:15])=[CH2:10]. The yield is 0.270. (2) The reactants are Br[C:2]1[CH:7]=[CH:6][C:5]([S:8][C:9]2[N:14]=[C:13]([CH3:15])[C:12]([CH2:16][O:17][CH2:18][O:19][CH3:20])=[CH:11][CH:10]=2)=[CH:4][C:3]=1[CH3:21].[Li]C(C)(C)C.[C:27](=[O:29])=[O:28].CI.[C:32]([O-])([O-])=O.[K+].[K+]. The catalyst is C1COCC1. The product is [CH3:32][O:28][C:27](=[O:29])[C:2]1[CH:7]=[CH:6][C:5]([S:8][C:9]2[CH:10]=[CH:11][C:12]([CH2:16][O:17][CH2:18][O:19][CH3:20])=[C:13]([CH3:15])[N:14]=2)=[CH:4][C:3]=1[CH3:21]. The yield is 0.400. (3) The reactants are [O:1]1[CH:5]=[CH:4][CH:3]=[C:2]1[C:6]1[N:7]=[C:8]([NH2:19])[C:9]([NH2:18])=[N:10][C:11]=1[C:12]1[CH:17]=[CH:16][N:15]=[CH:14][CH:13]=1.Cl.[C:21](Cl)(=O)[C:22]1[CH:27]=[CH:26][CH:25]=[N:24][CH:23]=1.O. The catalyst is N1C=CC=CC=1. The product is [O:1]1[CH:5]=[CH:4][CH:3]=[C:2]1[C:6]1[N:7]=[C:8]2[NH:19][C:21]([C:22]3[CH:23]=[N:24][CH:25]=[CH:26][CH:27]=3)=[N:18][C:9]2=[N:10][C:11]=1[C:12]1[CH:17]=[CH:16][N:15]=[CH:14][CH:13]=1. The yield is 0.610. (4) The reactants are [CH:1]([O:4][C:5]1[CH:14]=[CH:13][CH:12]=[C:11]2[C:6]=1[CH2:7][CH2:8][C:9]([NH2:18])([C:15]([OH:17])=[O:16])[CH2:10]2)([CH3:3])[CH3:2].C(N(CC)CC)C.[C:26](=O)([O:42]N1C(=O)CCC1=O)[O:27][CH2:28][CH:29]1[C:41]2[CH:40]=[CH:39][CH:38]=[CH:37][C:36]=2[C:35]2[C:30]1=[CH:31][CH:32]=[CH:33][CH:34]=2. The catalyst is C(#N)C.O. The product is [C:26]([CH:10]1[C:11]2[C:6](=[C:5]([O:4][CH:1]([CH3:3])[CH3:2])[CH:14]=[CH:13][CH:12]=2)[CH2:7][CH2:8][C:9]1([NH2:18])[C:15]([OH:17])=[O:16])([O:27][CH2:28][CH:29]1[C:30]2[C:35](=[CH:34][CH:33]=[CH:32][CH:31]=2)[C:36]2[C:41]1=[CH:40][CH:39]=[CH:38][CH:37]=2)=[O:42]. The yield is 0.180.